This data is from Forward reaction prediction with 1.9M reactions from USPTO patents (1976-2016). The task is: Predict the product of the given reaction. Given the reactants S(Cl)([Cl:3])=O.CN(C)C=O.[CH2:10]([O:12][C:13]([C:15]1[CH:16]=[C:17]([CH:23]=[CH:24][CH:25]=1)[O:18][CH2:19][C:20](O)=[O:21])=[O:14])[CH3:11], predict the reaction product. The product is: [Cl:3][C:20](=[O:21])[CH2:19][O:18][C:17]1[CH:16]=[C:15]([CH:25]=[CH:24][CH:23]=1)[C:13]([O:12][CH2:10][CH3:11])=[O:14].